Dataset: Full USPTO retrosynthesis dataset with 1.9M reactions from patents (1976-2016). Task: Predict the reactants needed to synthesize the given product. (1) Given the product [OH:50][CH2:49][C:9]([N:5]1[CH2:4][CH:3]2[CH2:8][CH:7]([CH:2]2[O:1][C:17]2[CH:24]=[CH:23][C:22]([C:25]3[N:30]=[C:29]([NH:31][C:32]4[CH:37]=[CH:36][C:35]([N:38]5[CH2:43][CH2:42][N:41]([CH:44]6[CH2:47][O:46][CH2:45]6)[CH2:40][CH2:39]5)=[CH:34][CH:33]=4)[N:28]=[CH:27][N:26]=3)=[CH:21][C:18]=2[C:19]#[N:20])[CH2:6]1)=[O:11], predict the reactants needed to synthesize it. The reactants are: [OH:1][CH:2]1[CH:7]2[CH2:8][CH:3]1[CH2:4][N:5]([C:9]([O:11]C(C)(C)C)=O)[CH2:6]2.F[C:17]1[CH:24]=[CH:23][C:22]([C:25]2[N:30]=[C:29]([NH:31][C:32]3[CH:37]=[CH:36][C:35]([N:38]4[CH2:43][CH2:42][N:41]([CH:44]5[CH2:47][O:46][CH2:45]5)[CH2:40][CH2:39]4)=[CH:34][CH:33]=3)[N:28]=[CH:27][N:26]=2)=[CH:21][C:18]=1[C:19]#[N:20].C(O)(=O)[CH2:49][OH:50]. (2) Given the product [Br:1][C:2]1[CH:3]=[CH:4][C:5]([CH:8]([CH3:14])[C:9]([OH:11])=[O:10])=[CH:6][CH:7]=1, predict the reactants needed to synthesize it. The reactants are: [Br:1][C:2]1[CH:7]=[CH:6][C:5]([CH:8]([CH3:14])[C:9]([O:11]CC)=[O:10])=[CH:4][CH:3]=1.[OH-].[Li+].Cl. (3) Given the product [CH3:9][C:10]1[C:11](=[O:19])[C:12]([CH3:18])([CH3:17])[CH2:13][C:14](=[O:16])[C:15]=1[C:2]([F:7])([F:6])[F:1], predict the reactants needed to synthesize it. The reactants are: [F:1][C:2]([F:7])([F:6])S([O-])=O.[K+].[CH3:9][C:10]1[C:11](=[O:19])[C:12]([CH3:18])([CH3:17])[CH2:13][C:14](=[O:16])[CH:15]=1.S(OOS([O-])(=O)=O)([O-])(=O)=O.[NH4+].[NH4+]. (4) Given the product [CH:1]([C:3]1[S:7][C:6]([NH:8][CH:9]([CH:28]([CH3:30])[CH3:29])[C:10]([NH:12][C@@H:13]([CH2:21][C:22]2[CH:27]=[CH:26][CH:25]=[CH:24][CH:23]=2)[C:14]([OH:16])=[O:15])=[O:11])=[N:5][CH:4]=1)=[O:2], predict the reactants needed to synthesize it. The reactants are: [CH:1]([C:3]1[S:7][C:6]([NH:8][CH:9]([CH:28]([CH3:30])[CH3:29])[C:10]([NH:12][C@@H:13]([CH2:21][C:22]2[CH:27]=[CH:26][CH:25]=[CH:24][CH:23]=2)[C:14]([O:16]C(C)(C)C)=[O:15])=[O:11])=[N:5][CH:4]=1)=[O:2].C(O)(C(F)(F)F)=O. (5) The reactants are: [C:1]([C:3]1[CH:20]=[CH:19][C:6]([O:7][CH:8]([C:10]2[CH:18]=[CH:17][C:13]([C:14]([OH:16])=O)=[CH:12][CH:11]=2)[CH3:9])=[CH:5][CH:4]=1)#[N:2].C(N=C=NCCCN(C)C)C.ON1C2C=CC=CC=2N=N1.[NH2:42][CH2:43][C:44]1[C:45]([OH:52])=[N:46][C:47]([CH3:51])=[CH:48][C:49]=1[CH3:50]. Given the product [C:1]([C:3]1[CH:4]=[CH:5][C:6]([O:7][CH:8]([C:10]2[CH:11]=[CH:12][C:13]([C:14]([NH:42][CH2:43][C:44]3[C:45]([OH:52])=[N:46][C:47]([CH3:51])=[CH:48][C:49]=3[CH3:50])=[O:16])=[CH:17][CH:18]=2)[CH3:9])=[CH:19][CH:20]=1)#[N:2], predict the reactants needed to synthesize it. (6) Given the product [F:1][C:2]1[C:3]([O:33][CH3:34])=[CH:4][C:5]([NH:12][C:13]2[CH:14]=[CH:15][C:16]([N:19]3[CH2:22][CH:21]([O:23][CH2:24][CH2:25][OH:26])[CH2:20]3)=[CH:17][CH:18]=2)=[C:6]([NH:8][C:9](=[O:11])[CH3:10])[CH:7]=1, predict the reactants needed to synthesize it. The reactants are: [F:1][C:2]1[C:3]([O:33][CH3:34])=[CH:4][C:5]([NH:12][C:13]2[CH:18]=[CH:17][C:16]([N:19]3[CH2:22][CH:21]([O:23][CH2:24][CH2:25][O:26]C4CCCCO4)[CH2:20]3)=[CH:15][CH:14]=2)=[C:6]([NH:8][C:9](=[O:11])[CH3:10])[CH:7]=1.Cl.C(O)(C)C.C(=O)([O-])O.[Na+].